This data is from Catalyst prediction with 721,799 reactions and 888 catalyst types from USPTO. The task is: Predict which catalyst facilitates the given reaction. (1) Reactant: C1(O[C:8](=[O:24])[NH:9][CH:10]2[CH2:15][CH2:14][CH:13]([NH:16][C:17]([O:19][C:20]([CH3:23])([CH3:22])[CH3:21])=[O:18])[CH2:12][CH2:11]2)C=CC=CC=1.[C:25]([O:29][C:30](=[O:37])[NH:31][C@@H:32]1[CH2:36][CH2:35][NH:34][CH2:33]1)([CH3:28])([CH3:27])[CH3:26]. Product: [C:25]([O:29][C:30](=[O:37])[NH:31][C@@H:32]1[CH2:36][CH2:35][N:34]([C:8](=[O:24])[NH:9][CH:10]2[CH2:11][CH2:12][CH:13]([NH:16][C:17]([O:19][C:20]([CH3:21])([CH3:22])[CH3:23])=[O:18])[CH2:14][CH2:15]2)[CH2:33]1)([CH3:28])([CH3:26])[CH3:27]. The catalyst class is: 37. (2) Reactant: O=[C:2]1[CH2:7][CH2:6][CH2:5][CH2:4][C@H:3]1[NH:8][C:9]([C:11]1[N:12]=[N:13][C:14]([O:24][CH2:25][C:26]([F:29])([F:28])[F:27])=[C:15]([C:17]2[CH:22]=[CH:21][C:20]([Cl:23])=[CH:19][CH:18]=2)[CH:16]=1)=[O:10].Cl.[CH3:31][O:32][NH2:33]. Product: [CH3:31][O:32]/[N:33]=[C:2]1/[C@H:3]([NH:8][C:9]([C:11]2[N:12]=[N:13][C:14]([O:24][CH2:25][C:26]([F:28])([F:29])[F:27])=[C:15]([C:17]3[CH:22]=[CH:21][C:20]([Cl:23])=[CH:19][CH:18]=3)[CH:16]=2)=[O:10])[CH2:4][CH2:5][CH2:6][CH2:7]/1. The catalyst class is: 24. (3) Reactant: [OH:1][C:2]1[C:11]2[C:10]([CH3:13])([CH3:12])[CH2:9][CH2:8][C:7]([CH3:15])([CH3:14])[C:6]=2[CH:5]=[C:4]([CH:16]=[O:17])[CH:3]=1.C(N(CC)CC)C.[F:25][C:26]([F:45])([F:44])[S:27](N(C1C=CC=CC=1)[S:27]([C:26]([F:45])([F:44])[F:25])(=[O:29])=[O:28])(=[O:29])=[O:28].CN(C1C=CC=CN=1)C. Product: [F:25][C:26]([F:45])([F:44])[S:27]([O:1][C:2]1[C:11]2[C:10]([CH3:12])([CH3:13])[CH2:9][CH2:8][C:7]([CH3:15])([CH3:14])[C:6]=2[CH:5]=[C:4]([CH:16]=[O:17])[CH:3]=1)(=[O:29])=[O:28]. The catalyst class is: 4. (4) Reactant: [CH3:1][S:2]([CH:5]([CH3:11])[C:6]([O:8][CH2:9][CH3:10])=[O:7])(=[O:4])=[O:3].[H-].[Na+].Br[CH2:15][CH2:16][CH:17]=[CH2:18]. Product: [CH3:11][C:5]([S:2]([CH3:1])(=[O:3])=[O:4])([CH2:18][CH2:17][CH:16]=[CH2:15])[C:6]([O:8][CH2:9][CH3:10])=[O:7]. The catalyst class is: 3. (5) Reactant: Cl.Cl.[CH2:3]([N:10]([CH2:30][CH2:31][N:32]([CH3:34])[CH3:33])[C:11]([CH2:13][N:14]([C:21]1[CH:29]=[CH:28][CH:27]=[C:26]2[C:22]=1[CH2:23][NH:24][CH2:25]2)[C:15](=[O:20])[C:16]([F:19])([F:18])[F:17])=[O:12])[C:4]1[CH:9]=[CH:8][CH:7]=[CH:6][CH:5]=1.C=O.[BH3-][C:38]#N.[Na+].C([O-])(O)=O.[Na+]. Product: [CH2:3]([N:10]([CH2:30][CH2:31][N:32]([CH3:34])[CH3:33])[C:11]([CH2:13][N:14]([C:21]1[CH:29]=[CH:28][CH:27]=[C:26]2[C:22]=1[CH2:23][N:24]([CH3:38])[CH2:25]2)[C:15](=[O:20])[C:16]([F:17])([F:18])[F:19])=[O:12])[C:4]1[CH:9]=[CH:8][CH:7]=[CH:6][CH:5]=1. The catalyst class is: 24. (6) Product: [C:1]([N:4]1[C:13]2[C:8](=[CH:9][CH:10]=[C:11]([F:14])[CH:12]=2)[C@@H:7]([OH:15])[CH2:6][C@@H:5]1[CH3:19])(=[O:3])[CH3:2]. The catalyst class is: 8. Reactant: [C:1]([N:4]1[C:13]2[C:8](=[CH:9][CH:10]=[C:11]([F:14])[CH:12]=2)[CH:7]([O:15]C(=O)C)[CH2:6][CH:5]1[CH3:19])(=[O:3])[CH3:2].[OH-].[Na+].O. (7) Reactant: [Cl:1][C:2]1[CH:3]=[C:4]([C:8]2[C:9]3[N:18]([CH2:19][C@H:20]4[CH2:25][CH2:24][C@H:23]([CH3:26])[CH2:22][CH2:21]4)[CH:17]=[C:16](I)[C:10]=3[N:11]=[C:12]([C:14]#[N:15])[N:13]=2)[CH:5]=[CH:6][CH:7]=1.[CH3:28]B1OB(C)OB(C)O1.[O-]P([O-])([O-])=O.[K+].[K+].[K+].O1CCOCC1. Product: [Cl:1][C:2]1[CH:3]=[C:4]([C:8]2[C:9]3[N:18]([CH2:19][C@H:20]4[CH2:25][CH2:24][C@H:23]([CH3:26])[CH2:22][CH2:21]4)[CH:17]=[C:16]([CH3:28])[C:10]=3[N:11]=[C:12]([C:14]#[N:15])[N:13]=2)[CH:5]=[CH:6][CH:7]=1. The catalyst class is: 263.